The task is: Predict the product of the given reaction.. This data is from Forward reaction prediction with 1.9M reactions from USPTO patents (1976-2016). (1) Given the reactants [CH3:1][C:2]1[N:3]=[C:4]2[N:8]([C:9](=[O:11])[CH:10]=1)[C:7]1[CH:12]=[CH:13][CH:14]=[CH:15][C:6]=1[N:5]2[CH3:16].[I:17]I, predict the reaction product. The product is: [I:17][C:10]1[C:9](=[O:11])[N:8]2[C:4]([N:5]([CH3:16])[C:6]3[CH:15]=[CH:14][CH:13]=[CH:12][C:7]=32)=[N:3][C:2]=1[CH3:1]. (2) Given the reactants [C:1]([OH:6])(=O)[CH2:2][CH2:3][CH3:4].CN(C(ON1N=NC2C=CC=CC1=2)=[N+](C)C)C.[B-](F)(F)(F)F.CCN(C(C)C)C(C)C.[CH2:38]([O:40][C:41]1[CH:46]=[CH:45][C:44]([C:47]#[C:48][C:49]2[CH:54]=[CH:53][C:52]([CH2:55][CH:56]([NH2:58])[CH3:57])=[CH:51][CH:50]=2)=[CH:43][CH:42]=1)[CH3:39], predict the reaction product. The product is: [CH2:38]([O:40][C:41]1[CH:46]=[CH:45][C:44]([C:47]#[C:48][C:49]2[CH:50]=[CH:51][C:52]([CH2:55][CH:56]([NH:58][C:1](=[O:6])[CH2:2][CH2:3][CH3:4])[CH3:57])=[CH:53][CH:54]=2)=[CH:43][CH:42]=1)[CH3:39].